Predict which catalyst facilitates the given reaction. From a dataset of Catalyst prediction with 721,799 reactions and 888 catalyst types from USPTO. (1) Reactant: [OH:1][C:2]1[CH:7]=[CH:6][CH:5]=[CH:4][C:3]=1[C:8](=[O:10])[CH3:9].[CH:11]([CH:13]1[CH2:16][CH:15]([C:17]([O:19][CH2:20][CH3:21])=[O:18])[CH2:14]1)=O.N1CCCC1. Product: [O:10]=[C:8]1[C:3]2[C:2](=[CH:7][CH:6]=[CH:5][CH:4]=2)[O:1][CH:11]([CH:13]2[CH2:16][CH:15]([C:17]([O:19][CH2:20][CH3:21])=[O:18])[CH2:14]2)[CH2:9]1. The catalyst class is: 8. (2) Reactant: [OH:1][CH2:2][CH:3]([CH2:5]O)[OH:4].[CH3:7][C:8]([CH2:10][OH:11])=[O:9]. Product: [CH2:2]([OH:1])[CH:3]([OH:4])[CH3:5].[OH:11][CH2:10][C:8](=[O:9])[CH3:7]. The catalyst class is: 6. (3) Reactant: [C:1]12([CH2:8][O:9][C:10]3[CH:11]=[C:12]([C:16]4[C:24]5[C:23]([NH2:25])=[N:22][CH:21]=[N:20][C:19]=5[N:18]([CH:26]5[CH2:31][CH2:30][NH:29][CH2:28][CH2:27]5)[CH:17]=4)[CH:13]=[CH:14][CH:15]=3)[O:7][CH:4]([CH2:5][CH2:6]1)[CH2:3][CH2:2]2.[CH3:32][S:33]([CH:36]=[CH2:37])(=[O:35])=[O:34].C(N(CC)CC)C. Product: [C:1]12([CH2:8][O:9][C:10]3[CH:11]=[C:12]([C:16]4[C:24]5[C:23]([NH2:25])=[N:22][CH:21]=[N:20][C:19]=5[N:18]([CH:26]5[CH2:31][CH2:30][N:29]([CH2:37][CH2:36][S:33]([CH3:32])(=[O:35])=[O:34])[CH2:28][CH2:27]5)[CH:17]=4)[CH:13]=[CH:14][CH:15]=3)[O:7][CH:4]([CH2:5][CH2:6]1)[CH2:3][CH2:2]2. The catalyst class is: 3. (4) Reactant: [CH:1]1([CH2:7][CH2:8][CH2:9][C@@H:10]([C:15]2[O:19][N:18]=[C:17]([C:20]([O:22]CC)=O)[N:16]=2)[CH2:11][C:12]([OH:14])=[O:13])[CH2:6][CH2:5][CH2:4][CH2:3][CH2:2]1.C(N(CC)CC)C.[NH2:32][CH:33]1[CH2:36][N:35]([C:37]([O:39][C:40]([CH3:43])([CH3:42])[CH3:41])=[O:38])[CH2:34]1. Product: [C:40]([O:39][C:37]([N:35]1[CH2:36][CH:33]([NH:32][C:20]([C:17]2[N:16]=[C:15]([C@H:10]([CH2:9][CH2:8][CH2:7][CH:1]3[CH2:2][CH2:3][CH2:4][CH2:5][CH2:6]3)[CH2:11][C:12]([OH:14])=[O:13])[O:19][N:18]=2)=[O:22])[CH2:34]1)=[O:38])([CH3:43])([CH3:41])[CH3:42]. The catalyst class is: 8. (5) Reactant: [CH3:1][O:2][C:3]([C:5]1[CH:6]=[C:7]2[C:12](=[CH:13][CH:14]=1)[NH:11][CH:10]([C:15]1[CH:20]=[C:19]([F:21])[CH:18]=[C:17](Br)[CH:16]=1)[C:9]([CH3:24])([CH3:23])[CH2:8]2)=[O:4].[NH:25]1[CH2:30][CH2:29][NH:28][CH2:27][CH2:26]1.N1CCC[C@H:32]1C(O)=O.[OH-].[K+].[Cl-].[NH4+]. Product: [CH2:1]([O:2][C:3]([C:5]1[CH:6]=[C:7]2[C:12](=[CH:13][CH:14]=1)[NH:11][CH:10]([C:15]1[CH:16]=[C:17]([N:25]3[CH2:30][CH2:29][NH:28][CH2:27][CH2:26]3)[CH:18]=[C:19]([F:21])[CH:20]=1)[C:9]([CH3:24])([CH3:23])[CH2:8]2)=[O:4])[CH3:32]. The catalyst class is: 156. (6) Reactant: [CH3:1][O:2][C:3](=[O:11])[CH2:4][CH2:5][CH2:6][C:7]#[C:8][CH2:9]O.C1(P(C2C=CC=CC=2)C2C=CC=CC=2)C=CC=CC=1.N1C=CN=C1.II.C([I:41])C#C. Product: [CH3:1][O:2][C:3](=[O:11])[CH2:4][CH2:5][CH2:6][C:7]#[C:8][CH2:9][I:41]. The catalyst class is: 4. (7) Reactant: B#B.[Cl:3][C:4]1[CH:5]=[C:6]([CH:21]=[CH:22][C:23]=1[Cl:24])[CH2:7][N:8]1[CH2:13][CH2:12][N:11]([C:14]([CH:16]([NH2:20])[CH:17]([CH3:19])[CH3:18])=O)[CH2:10][CH2:9]1. Product: [Cl:3][C:4]1[CH:5]=[C:6]([CH:21]=[CH:22][C:23]=1[Cl:24])[CH2:7][N:8]1[CH2:13][CH2:12][N:11]([CH2:14][CH:16]([NH2:20])[CH:17]([CH3:19])[CH3:18])[CH2:10][CH2:9]1. The catalyst class is: 1.